Dataset: Full USPTO retrosynthesis dataset with 1.9M reactions from patents (1976-2016). Task: Predict the reactants needed to synthesize the given product. Given the product [F:38][C:39]([F:55])([F:56])[C:40]1[CH:41]=[CH:42][C:43]([O:44][C:45]2[CH:46]=[C:47]([CH2:48][NH:49][C:31](=[O:33])[C:30]3[CH:34]=[CH:35][CH:36]=[N:37][C:29]=3[NH2:28])[CH:50]=[CH:51][CH:52]=2)=[CH:53][CH:54]=1, predict the reactants needed to synthesize it. The reactants are: CN([P+](ON1N=NC2C=CC=CC1=2)(N(C)C)N(C)C)C.F[P-](F)(F)(F)(F)F.[NH2:28][C:29]1[N:37]=[CH:36][CH:35]=[CH:34][C:30]=1[C:31]([OH:33])=O.[F:38][C:39]([F:56])([F:55])[C:40]1[CH:54]=[CH:53][C:43]([O:44][C:45]2[CH:46]=[C:47]([CH:50]=[CH:51][CH:52]=2)[CH2:48][NH2:49])=[CH:42][CH:41]=1.C(=O)(O)[O-].[Na+].